Dataset: Catalyst prediction with 721,799 reactions and 888 catalyst types from USPTO. Task: Predict which catalyst facilitates the given reaction. Reactant: [C:1]([O:5][C:6](=[O:21])[NH:7][CH:8]1[CH2:13][CH2:12][N:11]([C:14]2[CH:19]=[CH:18][CH:17]=[C:16](Br)[CH:15]=2)[CH2:10][CH2:9]1)([CH3:4])([CH3:3])[CH3:2].[B:22]1([B:22]2[O:26][C:25]([CH3:28])([CH3:27])[C:24]([CH3:30])([CH3:29])[O:23]2)[O:26][C:25]([CH3:28])([CH3:27])[C:24]([CH3:30])([CH3:29])[O:23]1.C(Cl)Cl.C([O-])(=O)C.[K+]. Product: [CH3:29][C:24]1([CH3:30])[C:25]([CH3:28])([CH3:27])[O:26][B:22]([C:16]2[CH:15]=[C:14]([N:11]3[CH2:12][CH2:13][CH:8]([NH:7][C:6](=[O:21])[O:5][C:1]([CH3:4])([CH3:3])[CH3:2])[CH2:9][CH2:10]3)[CH:19]=[CH:18][CH:17]=2)[O:23]1. The catalyst class is: 800.